Dataset: Experimentally validated miRNA-target interactions with 360,000+ pairs, plus equal number of negative samples. Task: Binary Classification. Given a miRNA mature sequence and a target amino acid sequence, predict their likelihood of interaction. (1) The miRNA is hsa-miR-4422 with sequence AAAAGCAUCAGGAAGUACCCA. The protein sequence of the target gene is MFVARSIAADHKDLIHDVSFDFHGRRMATCSSDQSVKVWDKSESGDWHCTASWKTHSGSVWRVTWAHPEFGQVLASCSFDRTAAVWEEIVGESNDKLRGQSHWVKRTTLVDSRTSVTDVKFAPKHMGLMLATCSADGIVRIYEAPDVMNLSQWSLQHEISCKLSCSCISWNPSSSRAHSPMIAVGSDDSSPNAMAKVQIFEYNENTRKYAKAETLMTVTDPVHDIAFAPNLGRSFHILAIATKDVRIFTLKPVRKELTSSGGPTKFEIHIVAQFDNHNSQVWRVSWNITGTVLASSGDDG.... Result: 1 (interaction). (2) The miRNA is hsa-miR-5706 with sequence UUCUGGAUAACAUGCUGAAGCU. The protein sequence of the target gene is MERGDQPKRTRNENIFNCLYKNPEATFKLICFPWMGGGSTHFAKWGQDTHDLLEVHSLRLPGRESRVEEPLENDISQLVDEVVCALQPVIQDKPFAFFGHSMGSYIAFRTALGLKENNQPEPLHLFLSSATPVHSKAWHRIPKDDELSEEQISHYLMEFGGTPKHFAEAKEFVKQCSPIIRADLNIVRSCTSNVPSKAVLSCDLTCFVGSEDIAKDMEAWKDVTSGNAKIYQLPGGHFYLLDPANEKLIKNYIIKCLEVSSISNF. Result: 0 (no interaction). (3) The miRNA is hsa-miR-939-3p with sequence CCCUGGGCCUCUGCUCCCCAG. The protein sequence of the target gene is MALEVGDMEDGQLSDSDSDMTVAPSDRPLQLPKVLGGDSAMRAFQNTATACAPVSHYRAVESVDSSEESFSDSDDDSCLWKRKRQKCFNPPPKPEPFQFGQSSQKPPVAGGKKINNIWGAVLQEQNQDAVATELGILGMEGTIDRSRQSETYNYLLAKKLRKESQEHTKDLDKELDEYMHGGKKMGSKEEENGQGHLKRKRPVKDRLGNRPEMNYKGRYEITAEDSQEKVADEISFRLQEPKKDLIARVVRIIGNKKAIELLMETAEVEQNGGLFIMNGSRRRTPGGVFLNLLKNTPSIS.... Result: 1 (interaction). (4) The miRNA is mmu-miR-669e-5p with sequence UGUCUUGUGUGUGCAUGUUCAU. The protein sequence of the target gene is MFSCFCFSLQDNSFSSTTVTECDEDPVSLHEDQTDCSSLRDENNKENYPDAGALVEEHAPPSWEPQQQNVEATVLVDSVLRPSMGNFKSRKPKSIFKAESGRSHGESQETEHVVSSQSECQVRAGTPAHESPQNNAFKCQETVRLQPRIDQRTAISPKDAFETRQDLNEEEAAQVHGVKDPAPASTQSVLADGTDSADPSPVHKDGQNEADSAPEDLHSVGTSRLLYHITDGDNPLLSPRCSIFSQSQRFNLDPESAPSPPSTQQFMMPRSSSRCSCGDGKEPQTITQLTKHIQSLKRKI.... Result: 0 (no interaction). (5) The miRNA is hsa-miR-4282 with sequence UAAAAUUUGCAUCCAGGA. The protein sequence of the target gene is MQENLRFASSGDDIKIWDASSMTLVDKFNPHTSPHGISSICWSSNNNFLVTASSSGDKIVVSSCKCKPVPLLELAEGQKQTCVNLNSTSMYLVSGGLNNTVNIWDLKSKRVHRSLKDHKDQVTCVTYNWNDCYIASGSLSGEIILHSVTTNLSSTPFGHGSNQSVRHLKYSLFKKSLLGSVSDNGIVTLWDVNSQSPYHNFDSVHKAPASGICFSPVNELLFVTIGLDKRIILYDTSSKKLVKTLVADTPLTAVDFMPDGATLAIGSSRGKIYQYDLRMLKSPVKTISAHKTSVQCIAFQ.... Result: 1 (interaction). (6) The miRNA is mmu-miR-302b-3p with sequence UAAGUGCUUCCAUGUUUUAGUAG. The protein sequence of the target gene is MYSMMMETDLHSPGGAQAPTNLSGPAGAGGGGGGGGGGGGGGGAKANQDRVKRPMNAFMVWSRGQRRKMAQENPKMHNSEISKRLGAEWKVMSEAEKRPFIDEAKRLRALHMKEHPDYKYRPRRKTKTLLKKDKYSLAGGLLAAGAGGGGAAVAMGVGVGVGAAAVGQRLESPGGAAGGGYAHVNGWANGAYPGSVAAAAAAAAMMQEAQLAYGQHPGAGGAHPHAHPAHPHPHHPHAHPHNPQPMHRYDMGALQYSPISNSQGYMSASPSGYGGLPYGAAAAAAAAAGGAHQNSAVAAA.... Result: 0 (no interaction).